This data is from Reaction yield outcomes from USPTO patents with 853,638 reactions. The task is: Predict the reaction yield, written as a fraction of the theoretical maximum amount of product (1.0 means a 100% yield; for example, 0.34 means a 34% yield). (1) The reactants are [CH2:1]([OH:4])[C:2]#[CH:3].C(N(CC)CC)C.[CH2:12](S(Cl)(=O)=O)[CH2:13][S:14](Cl)(=[O:16])=[O:15].O. The catalyst is C(OCC)(=O)C. The product is [CH:13]([S:14]([O:4][CH2:1][C:2]#[CH:3])(=[O:16])=[O:15])=[CH2:12]. The yield is 0.290. (2) The reactants are [CH2:1]([N:3]([CH2:38][CH3:39])[S:4]([CH2:7][CH:8]1[CH2:12][CH:11]([C:13]([NH:15][NH:16][C:17]2[N:18]=[C:19]3[CH:25]=[CH:24][N:23](S(C4C=CC(C)=CC=4)(=O)=O)[C:20]3=[N:21][CH:22]=2)=O)[CH:10]([CH2:36][CH3:37])[CH2:9]1)(=[O:6])=[O:5])[CH3:2].O=S(Cl)Cl.CCO. The catalyst is O1CCOCC1.C([O-])([O-])=O.[Na+].[Na+]. The product is [CH2:1]([N:3]([CH2:38][CH3:39])[S:4]([CH2:7][CH:8]1[CH2:12][CH:11]([C:13]2[N:18]3[C:19]4[CH:25]=[CH:24][NH:23][C:20]=4[N:21]=[CH:22][C:17]3=[N:16][N:15]=2)[CH:10]([CH2:36][CH3:37])[CH2:9]1)(=[O:6])=[O:5])[CH3:2]. The yield is 0.580.